From a dataset of Peptide-MHC class I binding affinity with 185,985 pairs from IEDB/IMGT. Regression. Given a peptide amino acid sequence and an MHC pseudo amino acid sequence, predict their binding affinity value. This is MHC class I binding data. (1) The peptide sequence is IMLIIFWFSL. The MHC is HLA-A02:03 with pseudo-sequence HLA-A02:03. The binding affinity (normalized) is 0.112. (2) The peptide sequence is LRQRLLRA. The MHC is HLA-B27:05 with pseudo-sequence HLA-B27:05. The binding affinity (normalized) is 0.272. (3) The peptide sequence is RGPNVVTL. The MHC is H-2-Kb with pseudo-sequence H-2-Kb. The binding affinity (normalized) is 0.483. (4) The peptide sequence is YERGNIIIF. The MHC is HLA-B48:01 with pseudo-sequence HLA-B48:01. The binding affinity (normalized) is 0.0847. (5) The peptide sequence is FSYNVAYAI. The MHC is HLA-B15:01 with pseudo-sequence HLA-B15:01. The binding affinity (normalized) is 0.0847. (6) The MHC is HLA-A68:02 with pseudo-sequence HLA-A68:02. The binding affinity (normalized) is 0.484. The peptide sequence is YMIMVKCWMI. (7) The peptide sequence is VPPFPRTAF. The MHC is HLA-B51:01 with pseudo-sequence HLA-B51:01. The binding affinity (normalized) is 0.0847.